This data is from Full USPTO retrosynthesis dataset with 1.9M reactions from patents (1976-2016). The task is: Predict the reactants needed to synthesize the given product. (1) Given the product [F:27][C@H:17]1[CH2:16][C@@:14]2([CH3:15])[C@@H:10]([CH2:11][CH2:12][C:13]2=[O:28])[C@H:9]2[C@H:18]1[C:19]1[CH:20]=[CH:21][C:22]([OH:26])=[CH:23][C:24]=1[CH2:25][C@H:8]2[CH2:7][CH2:6][CH2:5][CH2:4][CH2:3][CH2:2][I:29], predict the reactants needed to synthesize it. The reactants are: Cl[CH2:2][CH2:3][CH2:4][CH2:5][CH2:6][CH2:7][C@@H:8]1[CH2:25][C:24]2[CH:23]=[C:22]([OH:26])[CH:21]=[CH:20][C:19]=2[C@@H:18]2[C@@H:9]1[C@H:10]1[C@@:14]([CH2:16][C@@H:17]2[F:27])([CH3:15])[C:13](=[O:28])[CH2:12][CH2:11]1.[I-:29].[Na+].O. (2) Given the product [F:16][C:17]1[CH:23]=[CH:22][C:20]([NH:21][S:37]([C:33]2[CH:34]=[C:35]3[C:30](=[CH:31][CH:32]=2)[CH2:29][N:28]([C:26](=[O:27])[C:25]([F:42])([F:24])[F:41])[CH2:36]3)(=[O:38])=[O:39])=[CH:19][CH:18]=1, predict the reactants needed to synthesize it. The reactants are: N1C=CC=CC=1.CN(C1C=CC=CN=1)C.[F:16][C:17]1[CH:23]=[CH:22][C:20]([NH2:21])=[CH:19][CH:18]=1.[F:24][C:25]([F:42])([F:41])[C:26]([N:28]1[CH2:36][C:35]2[C:30](=[CH:31][CH:32]=[C:33]([S:37](Cl)(=[O:39])=[O:38])[CH:34]=2)[CH2:29]1)=[O:27]. (3) Given the product [F:1][C:2]([F:10])([F:9])[CH:3]([NH:17][C:16]1[CH:18]=[CH:19][CH:20]=[C:14]([N+:11]([O-:13])=[O:12])[CH:15]=1)[C:4]([O:6][CH3:7])=[O:5], predict the reactants needed to synthesize it. The reactants are: [F:1][C:2]([F:10])([F:9])[C:3](=O)[C:4]([O:6][CH3:7])=[O:5].[N+:11]([C:14]1[CH:15]=[C:16]([CH:18]=[CH:19][CH:20]=1)[NH2:17])([O-:13])=[O:12].C(O[BH-](OC(=O)C)OC(=O)C)(=O)C.[Na+].O. (4) Given the product [ClH:30].[ClH:30].[F:18][C:15]([F:16])([F:17])[C:14]([C:11]1[CH:10]=[N:9][C:8]([N:7]2[CH2:6][CH2:5][NH:4][CH2:3][C@@H:2]2[CH3:1])=[N:13][CH:12]=1)([OH:20])[CH3:19], predict the reactants needed to synthesize it. The reactants are: [CH3:1][C@@H:2]1[N:7]([C:8]2[N:13]=[CH:12][C:11]([C:14]([OH:20])([CH3:19])[C:15]([F:18])([F:17])[F:16])=[CH:10][N:9]=2)[CH2:6][CH2:5][N:4](C([O-])=O)[CH2:3]1.CCOC(C)=O.[ClH:30]. (5) The reactants are: Cl[C:2]1[CH:7]=[N:6][CH:5]=[C:4]([O:8][CH2:9][C:10]2[CH:15]=[CH:14][CH:13]=[C:12]([O:16][C:17]3[CH:22]=[CH:21][CH:20]=[CH:19][CH:18]=3)[CH:11]=2)[N:3]=1.O(C1C=C(C=CC=1)CO)C1C=CC=CC=1.[NH:38]1[CH2:43][CH2:42][NH:41][CH2:40][CH2:39]1.C([O-])([O-])=O.[K+].[K+]. Given the product [O:16]([C:12]1[CH:11]=[C:10]([CH:15]=[CH:14][CH:13]=1)[CH2:9][O:8][C:4]1[CH:5]=[N:6][CH:7]=[C:2]([N:38]2[CH2:43][CH2:42][NH:41][CH2:40][CH2:39]2)[N:3]=1)[C:17]1[CH:22]=[CH:21][CH:20]=[CH:19][CH:18]=1, predict the reactants needed to synthesize it. (6) Given the product [C:12]([C:11]([C:2]1[CH:3]=[CH:4][C:5]2[C:10](=[CH:9][CH:8]=[CH:7][CH:6]=2)[CH:1]=1)([CH2:16][CH2:15][C:14]([O:18][CH3:19])=[O:17])[CH2:15][C:14]([O:18][CH3:19])=[O:17])#[N:13], predict the reactants needed to synthesize it. The reactants are: [CH:1]1[C:10]2[C:5](=[CH:6][CH:7]=[CH:8][CH:9]=2)[CH:4]=[CH:3][C:2]=1[CH2:11][C:12]#[N:13].[C:14]([O:18][CH3:19])(=[O:17])[CH:15]=[CH2:16]. (7) The reactants are: [CH2:1]([C:3]([CH2:5][CH3:6])=[O:4])[CH3:2].[Cl-].[CH3:8][N:9]([CH3:16])[CH:10]=NC=[N+](C)C.C[O-].[Na+]. Given the product [CH3:8][N:9]([CH3:16])[CH:10]=[C:1]([CH3:2])[C:3](=[O:4])[CH2:5][CH3:6], predict the reactants needed to synthesize it.